From a dataset of Reaction yield outcomes from USPTO patents with 853,638 reactions. Predict the reaction yield, written as a fraction of the theoretical maximum amount of product (1.0 means a 100% yield; for example, 0.34 means a 34% yield). (1) The reactants are [C:1]1([NH:7][C:8]2[C:17]3[CH:18]=[CH:19][S:20][C:16]=3[C:15]3[CH:14]=[CH:13][C:12]([C:21]([OH:23])=O)=[CH:11][C:10]=3[N:9]=2)[CH:6]=[CH:5][CH:4]=[CH:3][CH:2]=1.[CH3:24][S:25]([NH2:28])(=[O:27])=[O:26].CCN=C=NCCCN(C)C.O. The catalyst is CN(C1C=CN=CC=1)C.CN(C=O)C. The product is [CH3:24][S:25]([NH:28][C:21]([C:12]1[CH:13]=[CH:14][C:15]2[C:16]3[S:20][CH:19]=[CH:18][C:17]=3[C:8]([NH:7][C:1]3[CH:6]=[CH:5][CH:4]=[CH:3][CH:2]=3)=[N:9][C:10]=2[CH:11]=1)=[O:23])(=[O:27])=[O:26]. The yield is 0.810. (2) The yield is 0.960. The product is [Cl:1][C:2]1[CH:3]=[CH:4][C:5]([C:8]([N:14]=[C:19]=[O:20])([CH3:12])[CH3:13])=[CH:6][CH:7]=1. The catalyst is O. The reactants are [Cl:1][C:2]1[CH:7]=[CH:6][C:5]([C:8]([CH3:13])([CH3:12])C(Cl)=O)=[CH:4][CH:3]=1.[N-:14]=[N+]=[N-].[Na+].C[C:19](C)=[O:20]. (3) The reactants are [CH3:1][O:2][C:3]1[CH:15]=[CH:14][C:6]2[C:7]([CH2:10][C:11]([OH:13])=[O:12])=[CH:8][O:9][C:5]=2[CH:4]=1.C[O-].[Na+].[H][H]. The catalyst is FC(F)(F)S([O-])(=O)=O.[Rh+3].C1CCC=CCCC=1.FC(F)(F)S([O-])(=O)=O.FC(F)(F)S([O-])(=O)=O.CO. The product is [CH3:1][O:2][C:3]1[CH:15]=[CH:14][C:6]2[CH:7]([CH2:10][C:11]([OH:13])=[O:12])[CH2:8][O:9][C:5]=2[CH:4]=1. The yield is 0.884. (4) The reactants are [Cl:1][C:2]1[CH:3]=[C:4]2[C:9](=[N:10][CH:11]=1)[NH:8][CH:7]([C:12]([F:15])([F:14])[F:13])[C:6]([C:16]([O:18]CC)=[O:17])=[CH:5]2.[OH-].[Na+].CO.O. The catalyst is O1CCCC1. The product is [Cl:1][C:2]1[CH:3]=[C:4]2[C:9](=[N:10][CH:11]=1)[NH:8][CH:7]([C:12]([F:15])([F:13])[F:14])[C:6]([C:16]([OH:18])=[O:17])=[CH:5]2. The yield is 0.230.